Dataset: Full USPTO retrosynthesis dataset with 1.9M reactions from patents (1976-2016). Task: Predict the reactants needed to synthesize the given product. (1) Given the product [CH3:1][N:2]1[C@@H:6]([CH2:7][C:8]2[C:12]3[CH:13]=[C:14]([CH2:17][CH2:18][S:19]([C:22]4[CH:23]=[CH:24][CH:25]=[CH:26][CH:27]=4)(=[O:20])=[O:21])[CH:15]=[CH:16][C:11]=3[NH:10][CH:9]=2)[CH2:5][CH2:4][CH2:3]1.[OH2:20].[BrH:28], predict the reactants needed to synthesize it. The reactants are: [CH3:1][N:2]1[C@@H:6]([CH2:7][C:8]2[C:12]3[CH:13]=[C:14]([CH2:17][CH2:18][S:19]([C:22]4[CH:23]=[CH:24][CH:25]=[CH:26][CH:27]=4)(=[O:21])=[O:20])[CH:15]=[CH:16][C:11]=3[NH:10][CH:9]=2)[CH2:5][CH2:4][CH2:3]1.[BrH:28]. (2) Given the product [C:13]([SiH2:12][O:11][C:10]([CH3:18])([CH3:17])[C:7]1[CH:8]=[CH:9][C:4]([C:3]([OH:20])=[O:2])=[CH:5][C:6]=1[F:19])([CH3:16])([CH3:14])[CH3:15], predict the reactants needed to synthesize it. The reactants are: C[O:2][C:3](=[O:20])[C:4]1[CH:9]=[CH:8][C:7]([C:10]([CH3:18])([CH3:17])[O:11][SiH2:12][C:13]([CH3:16])([CH3:15])[CH3:14])=[C:6]([F:19])[CH:5]=1.[OH-].[Na+]. (3) Given the product [C:15]([C:7]1[CH:8]=[C:9]([CH:10]=[CH:11][C:6]=1[O:5][CH2:4][C:3]1[CH:21]=[CH:22][CH:23]=[CH:24][C:2]=1[F:1])[NH2:12])#[CH:16], predict the reactants needed to synthesize it. The reactants are: [F:1][C:2]1[CH:24]=[CH:23][CH:22]=[CH:21][C:3]=1[CH2:4][O:5][C:6]1[CH:11]=[CH:10][C:9]([N+:12]([O-])=O)=[CH:8][C:7]=1[C:15]#[C:16][Si](C)(C)C.C(O)C.C(=O)([O-])[O-].[K+].[K+]. (4) Given the product [CH3:26][O:25][C:23](=[O:24])[C:22](=[O:27])[CH2:2][C:1]([C:4]1[N:5]=[N:6][C:7]([O:10][CH3:11])=[CH:8][CH:9]=1)=[O:3], predict the reactants needed to synthesize it. The reactants are: [C:1]([C:4]1[N:5]=[N:6][C:7]([O:10][CH3:11])=[CH:8][CH:9]=1)(=[O:3])[CH3:2].C[Si]([N-][Si](C)(C)C)(C)C.[Li+].[C:22](OC)(=[O:27])[C:23]([O:25][CH3:26])=[O:24]. (5) Given the product [CH3:1][O:2][C:3]1[CH:10]=[C:9]([O:11][CH3:12])[CH:8]=[CH:7][C:4]=1[CH2:5][NH:20][C:19]1[CH:21]=[CH:22][C:16]([CH:13]([CH3:15])[CH3:14])=[CH:17][CH:18]=1, predict the reactants needed to synthesize it. The reactants are: [CH3:1][O:2][C:3]1[CH:10]=[C:9]([O:11][CH3:12])[CH:8]=[CH:7][C:4]=1[CH:5]=O.[CH:13]([C:16]1[CH:22]=[CH:21][C:19]([NH2:20])=[CH:18][CH:17]=1)([CH3:15])[CH3:14].